This data is from Reaction yield outcomes from USPTO patents with 853,638 reactions. The task is: Predict the reaction yield, written as a fraction of the theoretical maximum amount of product (1.0 means a 100% yield; for example, 0.34 means a 34% yield). (1) The catalyst is C1COCC1. The yield is 0.720. The reactants are [Cl:1][C:2]1[N:7]=[C:6]([NH:8][CH:9]2[CH2:15][CH2:14][CH2:13][CH2:12][CH2:11][CH2:10]2)[C:5]([C:16]#[C:17][CH2:18][OH:19])=[CH:4][N:3]=1.CCCC[N+](CCCC)(CCCC)CCCC.[F-]. The product is [Cl:1][C:2]1[N:3]=[CH:4][C:5]2[CH:16]=[C:17]([CH2:18][OH:19])[N:8]([CH:9]3[CH2:15][CH2:14][CH2:13][CH2:12][CH2:11][CH2:10]3)[C:6]=2[N:7]=1. (2) The reactants are C(OC([N:8]1[CH2:13][CH2:12][CH:11]([N:14]2[CH:18]=[CH:17][N:16]=[CH:15]2)[CH2:10][CH2:9]1)=O)(C)(C)C. The catalyst is C1COCC1.Cl. The product is [N:14]1([CH:11]2[CH2:12][CH2:13][NH:8][CH2:9][CH2:10]2)[CH:18]=[CH:17][N:16]=[CH:15]1. The yield is 0.730. (3) The reactants are [CH3:1][C:2]1[N:7]=[C:6]([S:8][CH2:9][C:10]2[CH:19]=[N:18][C:17]3[C:12](=[CH:13][CH:14]=[CH:15][CH:16]=3)[N:11]=2)[N:5]=[C:4]([OH:20])[CH:3]=1.[ClH:21].O1CCOCC1. The catalyst is CO. The product is [ClH:21].[ClH:21].[CH3:1][C:2]1[N:7]=[C:6]([S:8][CH2:9][C:10]2[CH:19]=[N:18][C:17]3[C:12](=[CH:13][CH:14]=[CH:15][CH:16]=3)[N:11]=2)[N:5]=[C:4]([OH:20])[CH:3]=1. The yield is 0.920.